This data is from Catalyst prediction with 721,799 reactions and 888 catalyst types from USPTO. The task is: Predict which catalyst facilitates the given reaction. (1) Reactant: [O:1]1[CH2:6][CH2:5][CH2:4][CH2:3][CH:2]1[O:7][C:8]1[CH:13]=[CH:12][C:11]([O:14][CH:15]2[CH2:20][CH2:19][CH2:18][CH2:17][O:16]2)=[CH:10][C:9]=1[C:21](=[O:23])[CH3:22].[Cl:24][C:25]1[CH:26]=[C:27]([CH:30]=[CH:31][C:32]=1[Cl:33])[CH:28]=O.O.O.O.O.O.O.O.O.[OH-].[Ba+2].[OH-]. Product: [O:1]1[CH2:6][CH2:5][CH2:4][CH2:3][CH:2]1[O:7][C:8]1[CH:13]=[CH:12][C:11]([O:14][CH:15]2[CH2:20][CH2:19][CH2:18][CH2:17][O:16]2)=[CH:10][C:9]=1[C:21](=[O:23])[CH:22]=[CH:28][C:27]1[CH:30]=[CH:31][C:32]([Cl:33])=[C:25]([Cl:24])[CH:26]=1. The catalyst class is: 5. (2) Reactant: [NH:1]1[CH2:9][CH2:8][CH2:7][CH2:6][CH:2]1[C:3]([OH:5])=O.[CH3:10][O:11][C:12]1[CH:17]=[C:16]([N+:18]([O-:20])=[O:19])[CH:15]=[CH:14][C:13]=1[N:21]=[C:22]=[O:23].[OH-].[Na+]. Product: [CH3:10][O:11][C:12]1[CH:17]=[C:16]([N+:18]([O-:20])=[O:19])[CH:15]=[CH:14][C:13]=1[N:21]1[C:3](=[O:5])[CH:2]2[CH2:6][CH2:7][CH2:8][CH2:9][N:1]2[C:22]1=[O:23]. The catalyst class is: 1. (3) Reactant: [Cl:1][C:2]1[CH:3]=[C:4]([NH:9][C:10]2[C:19]3[C:14](=[CH:15][C:16]([OH:22])=[C:17]([O:20][CH3:21])[CH:18]=3)[N:13]=[CH:12][N:11]=2)[CH:5]=[CH:6][C:7]=1[Cl:8].Br[CH2:24][C:25]([O:27][CH3:28])=[O:26].C(=O)([O-])[O-].[K+].[K+]. Product: [Cl:1][C:2]1[CH:3]=[C:4]([NH:9][C:10]2[C:19]3[C:14](=[CH:15][C:16]([O:22][CH2:24][C:25]([O:27][CH3:28])=[O:26])=[C:17]([O:20][CH3:21])[CH:18]=3)[N:13]=[CH:12][N:11]=2)[CH:5]=[CH:6][C:7]=1[Cl:8]. The catalyst class is: 39. (4) Product: [OH:1][CH:2]([C:32]1[CH:37]=[CH:36][CH:35]=[C:34]([OH:38])[CH:33]=1)[C:3]([NH:5][NH:6][C:7](=[O:31])[C:8]1[C:13]([OH:14])=[CH:12][C:11]([OH:22])=[CH:10][C:9]=1[Cl:30])=[O:4]. Reactant: [OH:1][CH:2]([C:32]1[CH:37]=[CH:36][CH:35]=[C:34]([OH:38])[CH:33]=1)[C:3]([NH:5][NH:6][C:7](=[O:31])[C:8]1[C:13]([O:14]CC2C=CC=CC=2)=[CH:12][C:11]([O:22]CC2C=CC=CC=2)=[CH:10][C:9]=1[Cl:30])=[O:4].Cl. The catalyst class is: 123. (5) Reactant: [CH2:1]([O:3][C:4]1[CH:9]=[CH:8][C:7]([C:10]2[C:15](=[O:16])[N:14]3[CH:17]=[CH:18][S:19][C:13]3=[N:12][C:11]=2[CH3:20])=[CH:6][CH:5]=1)[CH3:2].[CH:21]1([CH2:24][O:25][C:26]2[C:33]([O:34][CH3:35])=[CH:32][CH:31]=[CH:30][C:27]=2[CH:28]=O)[CH2:23][CH2:22]1.[O-]CC.[Na+]. Product: [CH:21]1([CH2:24][O:25][C:26]2[C:33]([O:34][CH3:35])=[CH:32][CH:31]=[CH:30][C:27]=2/[CH:28]=[CH:20]/[C:11]2[N:12]=[C:13]3[S:19][CH:18]=[CH:17][N:14]3[C:15](=[O:16])[C:10]=2[C:7]2[CH:6]=[CH:5][C:4]([O:3][CH2:1][CH3:2])=[CH:9][CH:8]=2)[CH2:22][CH2:23]1. The catalyst class is: 8. (6) Reactant: [Cl:1][C:2]1[CH:7]=[CH:6][CH:5]=[C:4]([Cl:8])[C:3]=1[N:9]1[CH:20]=[C:19]([CH:21]=[O:22])[C:12]2[N:13]=[C:14]([S:17][CH3:18])[N:15]=[CH:16][C:11]=2[C:10]1=[O:23].[BH4-].[Na+]. Product: [Cl:8][C:4]1[CH:5]=[CH:6][CH:7]=[C:2]([Cl:1])[C:3]=1[N:9]1[CH:20]=[C:19]([CH2:21][OH:22])[C:12]2[N:13]=[C:14]([S:17][CH3:18])[N:15]=[CH:16][C:11]=2[C:10]1=[O:23]. The catalyst class is: 61. (7) Reactant: [Br:1][CH2:2][CH2:3][CH2:4][C:5]([O:7][CH:8]([CH3:10])[CH3:9])=[O:6].[CH:11]1[CH:16]=[CH:15][C:14]([P:17]([C:24]2[CH:29]=[CH:28][CH:27]=[CH:26][CH:25]=2)[C:18]2[CH:23]=[CH:22][CH:21]=[CH:20][CH:19]=2)=[CH:13][CH:12]=1.O.CC#N. Product: [Br-:1].[CH:8]([O:7][C:5]([CH2:4][CH2:3][CH2:2][P+:17]([C:18]1[CH:19]=[CH:20][CH:21]=[CH:22][CH:23]=1)([C:24]1[CH:29]=[CH:28][CH:27]=[CH:26][CH:25]=1)[C:14]1[CH:13]=[CH:12][CH:11]=[CH:16][CH:15]=1)=[O:6])([CH3:10])[CH3:9]. The catalyst class is: 23. (8) Reactant: [OH:1][C:2]1[CH:3]=[C:4]([CH2:8][CH2:9][C:10]([O:12][CH3:13])=[O:11])[CH:5]=[CH:6][CH:7]=1.C(=O)([O-])[O-].[K+].[K+].[I-].[K+].Br[CH2:23][CH:24]1[CH2:26][CH2:25]1. Product: [CH:24]1([CH2:23][O:1][C:2]2[CH:3]=[C:4]([CH2:8][CH2:9][C:10]([O:12][CH3:13])=[O:11])[CH:5]=[CH:6][CH:7]=2)[CH2:26][CH2:25]1. The catalyst class is: 21.